This data is from Retrosynthesis with 50K atom-mapped reactions and 10 reaction types from USPTO. The task is: Predict the reactants needed to synthesize the given product. (1) The reactants are: CC(C)(C)C1CCC(=O)CC1. Given the product CC(C)(C)[C@H]1CC[C@H](O)CC1, predict the reactants needed to synthesize it. (2) The reactants are: C1COCCN1.COc1cc2c(Nc3cc(O)c(Cl)cc3F)c(C#N)cnc2cc1OCCCCl. Given the product COc1cc2c(Nc3cc(O)c(Cl)cc3F)c(C#N)cnc2cc1OCCCN1CCOCC1, predict the reactants needed to synthesize it. (3) Given the product CNC1CN(C(=O)c2ccc(C#N)cc2)CC1c1ccc(Cl)c(Cl)c1, predict the reactants needed to synthesize it. The reactants are: CN(C(=O)OC(C)(C)C)C1CN(C(=O)c2ccc(C#N)cc2)CC1c1ccc(Cl)c(Cl)c1.